Dataset: Forward reaction prediction with 1.9M reactions from USPTO patents (1976-2016). Task: Predict the product of the given reaction. (1) Given the reactants Br[C:2]1[N:7]=[C:6](/[CH:8]=[C:9](\[C:31]#[N:32])/[C:10]([NH:12][CH:13]([C:17]2[CH:22]=[CH:21][C:20](OCCN(CC)CC)=[CH:19][CH:18]=2)[CH2:14][CH2:15][CH3:16])=[O:11])C=C[CH:3]=1.[NH:33]1C=CN=C1C=O.C(CC(N[C@H](C1C=CC=CC=1)CCC)=O)#N, predict the reaction product. The product is: [C:31](/[C:9](=[CH:8]\[C:6]1[NH:33][CH:3]=[CH:2][N:7]=1)/[C:10]([NH:12][C@H:13]([C:17]1[CH:18]=[CH:19][CH:20]=[CH:21][CH:22]=1)[CH2:14][CH2:15][CH3:16])=[O:11])#[N:32]. (2) Given the reactants [NH:1]1[CH2:4][CH:3]([N:5]2[C:9]3=[N:10][CH:11]=[CH:12][C:13]([NH:14][S:15]([C:18]4[CH:23]=[CH:22][CH:21]=[CH:20][CH:19]=4)(=[O:17])=[O:16])=[C:8]3[C:7]([C:24]3[CH:32]=[C:31]4[C:27]([CH2:28][CH2:29][N:30]4[CH3:33])=[CH:26][C:25]=3[F:34])=[CH:6]2)[CH2:2]1.C=O.[C:37]([BH3-])#N.[Na+], predict the reaction product. The product is: [F:34][C:25]1[CH:26]=[C:27]2[C:31](=[CH:32][C:24]=1[C:7]1[C:8]3[C:9](=[N:10][CH:11]=[CH:12][C:13]=3[NH:14][S:15]([C:18]3[CH:19]=[CH:20][CH:21]=[CH:22][CH:23]=3)(=[O:17])=[O:16])[N:5]([CH:3]3[CH2:2][N:1]([CH3:37])[CH2:4]3)[CH:6]=1)[N:30]([CH3:33])[CH2:29][CH2:28]2. (3) Given the reactants [Br:1][C:2]1[CH:8]=[C:7]([F:9])[C:6]([F:10])=[CH:5][C:3]=1[NH2:4].[C:11](O[C:11]([O:13][C:14]([CH3:17])([CH3:16])[CH3:15])=[O:12])([O:13][C:14]([CH3:17])([CH3:16])[CH3:15])=[O:12], predict the reaction product. The product is: [Br:1][C:2]1[CH:8]=[C:7]([F:9])[C:6]([F:10])=[CH:5][C:3]=1[NH:4][C:11](=[O:12])[O:13][C:14]([CH3:17])([CH3:16])[CH3:15]. (4) Given the reactants C[O:2][C:3](=O)[CH2:4][CH:5]([C:10](=O)[C:11]1[CH:16]=[CH:15][CH:14]=[CH:13][CH:12]=1)[CH2:6][CH2:7][CH2:8][CH3:9].O.[NH2:20][NH2:21], predict the reaction product. The product is: [CH2:6]([CH:5]1[C:10]([C:11]2[CH:16]=[CH:15][CH:14]=[CH:13][CH:12]=2)=[N:21][NH:20][C:3](=[O:2])[CH2:4]1)[CH2:7][CH2:8][CH3:9]. (5) Given the reactants C(N(CC)C(C1C=C(C2C=NN(CCCO)C=2)C=CC=1NC1C(C(F)(F)F)=CN=C(NC2C=CC(CP(=O)(O)OCC)=CC=2OC)N=1)=O)C.[F:50][C:51]1[CH:52]=[C:53]([CH:63]=[CH:64][C:65]=1[NH:66][C:67]1[N:72]=[C:71]([NH:73][C:74]2[C:75]([C:90](=[O:93])[NH:91][CH3:92])=[N:76][C:77]([C:80]3[CH:81]=[N:82][N:83]([CH2:85][CH2:86][CH2:87][CH2:88][OH:89])[CH:84]=3)=[CH:78][CH:79]=2)[C:70]([C:94]([F:97])([F:96])[F:95])=[CH:69][N:68]=1)[CH2:54][P:55](=[O:62])([O:59]CC)[O:56][CH2:57][CH3:58], predict the reaction product. The product is: [F:50][C:51]1[CH:52]=[C:53]([CH:63]=[CH:64][C:65]=1[NH:66][C:67]1[N:72]=[C:71]([NH:73][C:74]2[C:75]([C:90](=[O:93])[NH:91][CH3:92])=[N:76][C:77]([C:80]3[CH:81]=[N:82][N:83]([CH2:85][CH2:86][CH2:87][CH2:88][OH:89])[CH:84]=3)=[CH:78][CH:79]=2)[C:70]([C:94]([F:97])([F:95])[F:96])=[CH:69][N:68]=1)[CH2:54][P:55](=[O:59])([OH:62])[O:56][CH2:57][CH3:58]. (6) Given the reactants [C:1]([O:6][CH2:7]Cl)(=[O:5])[CH2:2][CH2:3][CH3:4].[Cl:9][C:10]1[CH:11]=[CH:12][C:13]([F:39])=[C:14]([C:16]2[CH:21]=[CH:20][C:19]([CH2:22][C@@H:23]([NH:30][C:31]([C:33]3[N:34]=[N:35][N:36]([OH:38])[CH:37]=3)=[O:32])[CH2:24][C@@H:25]([OH:29])[C:26]([OH:28])=[O:27])=[CH:18][CH:17]=2)[CH:15]=1.CC(C)=O.CCN(CC)CC, predict the reaction product. The product is: [C:1]([O:6][CH2:7][O:38][N:36]1[CH:37]=[C:33]([C:31]([NH:30][C@H:23]([CH2:22][C:19]2[CH:20]=[CH:21][C:16]([C:14]3[CH:15]=[C:10]([Cl:9])[CH:11]=[CH:12][C:13]=3[F:39])=[CH:17][CH:18]=2)[CH2:24][C@@H:25]([OH:29])[C:26]([OH:28])=[O:27])=[O:32])[N:34]=[N:35]1)(=[O:5])[CH2:2][CH2:3][CH3:4].